Dataset: Full USPTO retrosynthesis dataset with 1.9M reactions from patents (1976-2016). Task: Predict the reactants needed to synthesize the given product. Given the product [CH2:3]([NH:11][C:12](=[O:34])[N:13]([C:15]1[CH:16]=[C:17]([C:21]2[CH:22]=[CH:23][C:24]([CH2:27][CH2:28][C:29]([OH:31])=[O:30])=[CH:25][CH:26]=2)[CH:18]=[CH:19][CH:20]=1)[CH3:14])[CH2:4][CH2:5][CH2:6][CH2:7][CH2:8][CH2:9][CH3:10], predict the reactants needed to synthesize it. The reactants are: [OH-].[Na+].[CH2:3]([NH:11][C:12](=[O:34])[N:13]([C:15]1[CH:16]=[C:17]([C:21]2[CH:26]=[CH:25][C:24]([CH2:27][CH2:28][C:29]([O:31]CC)=[O:30])=[CH:23][CH:22]=2)[CH:18]=[CH:19][CH:20]=1)[CH3:14])[CH2:4][CH2:5][CH2:6][CH2:7][CH2:8][CH2:9][CH3:10].